From a dataset of Full USPTO retrosynthesis dataset with 1.9M reactions from patents (1976-2016). Predict the reactants needed to synthesize the given product. (1) Given the product [CH3:1][O:2][C:3]([C:5]1[CH:10]=[CH:9][C:8]([CH:11]2[CH2:13][CH2:12]2)=[C:7]([C:20]2[CH:19]=[CH:18][CH:17]=[C:16]([Cl:15])[CH:21]=2)[N:6]=1)=[O:4], predict the reactants needed to synthesize it. The reactants are: [CH3:1][O:2][C:3]([C:5]1[CH:10]=[CH:9][C:8]([CH:11]2[CH2:13][CH2:12]2)=[C:7](Br)[N:6]=1)=[O:4].[Cl:15][C:16]1[CH:17]=[C:18](B(O)O)[CH:19]=[CH:20][CH:21]=1.C(=O)([O-])[O-].[Cs+].[Cs+]. (2) The reactants are: [CH3:1][O:2][C:3](=[O:25])[C:4]1[CH:9]=[CH:8][C:7]([O:10][CH2:11][CH2:12][CH2:13][CH:14]2[CH2:19][CH2:18][N:17]([C:20](=[NH:23])[NH:21][OH:22])[CH2:16][CH2:15]2)=[CH:6][C:5]=1[CH3:24].[F:26][C:27]([F:32])([CH3:31])[C:28](O)=O. Given the product [CH3:1][O:2][C:3](=[O:25])[C:4]1[CH:9]=[CH:8][C:7]([O:10][CH2:11][CH2:12][CH2:13][CH:14]2[CH2:19][CH2:18][N:17]([C:20]3[N:23]=[C:28]([C:27]([F:32])([F:26])[CH3:31])[O:22][N:21]=3)[CH2:16][CH2:15]2)=[CH:6][C:5]=1[CH3:24], predict the reactants needed to synthesize it.